This data is from Reaction yield outcomes from USPTO patents with 853,638 reactions. The task is: Predict the reaction yield, written as a fraction of the theoretical maximum amount of product (1.0 means a 100% yield; for example, 0.34 means a 34% yield). (1) The reactants are C[O:2][C:3]1[N:12]=[C:11]2[C:6]([CH2:7][CH2:8][C:9](=[O:17])[N:10]2[CH2:13][C@@H:14]2[CH2:16][O:15]2)=[CH:5][CH:4]=1. The catalyst is CN(C=O)C. The product is [OH:15][CH2:16][C@H:14]1[N:12]2[C:11]3[N:10]([C:9](=[O:17])[CH2:8][CH2:7][C:6]=3[CH:5]=[CH:4][C:3]2=[O:2])[CH2:13]1. The yield is 0.310. (2) The reactants are [N:1]1([CH2:6][CH2:7][CH2:8][NH:9][C:10](=[O:39])/[C:11](/[CH2:27][O:28][C:29]2[C:38]3[C:33](=[CH:34][CH:35]=[CH:36][CH:37]=3)[CH:32]=[CH:31][CH:30]=2)=[CH:12]/[CH2:13][CH2:14][CH2:15][CH2:16][C:17]([NH:19][O:20]C2CCCCO2)=[O:18])[CH:5]=[CH:4][N:3]=[CH:2]1.FC(F)(F)C(O)=O.CO.ClCCl. The catalyst is CO. The product is [N:1]1([CH2:6][CH2:7][CH2:8][NH:9][C:10](=[O:39])/[C:11](/[CH2:27][O:28][C:29]2[C:38]3[C:33](=[CH:34][CH:35]=[CH:36][CH:37]=3)[CH:32]=[CH:31][CH:30]=2)=[CH:12]/[CH2:13][CH2:14][CH2:15][CH2:16][C:17]([NH:19][OH:20])=[O:18])[CH:5]=[CH:4][N:3]=[CH:2]1. The yield is 0.370. (3) The reactants are [CH3:1][O:2][C:3](=[O:33])[CH2:4][C@H:5]1[C:9]2[CH:10]=[CH:11][C:12]([O:14][C@H:15]3[C:23]4[C:18](=[C:19](B5OC(C)(C)C(C)(C)O5)[CH:20]=[CH:21][CH:22]=4)[CH2:17][CH2:16]3)=[CH:13][C:8]=2[O:7][CH2:6]1.[CH3:34][C:35]1[CH2:40][CH2:39][CH2:38][C:37]([CH3:42])([CH3:41])[C:36]=1OS(C(F)(F)F)(=O)=O. No catalyst specified. The product is [CH3:1][O:2][C:3](=[O:33])[CH2:4][C@H:5]1[C:9]2[CH:10]=[CH:11][C:12]([O:14][C@H:15]3[C:23]4[C:18](=[C:19]([C:36]5[C:37]([CH3:42])([CH3:41])[CH2:38][CH2:39][CH2:40][C:35]=5[CH3:34])[CH:20]=[CH:21][CH:22]=4)[CH2:17][CH2:16]3)=[CH:13][C:8]=2[O:7][CH2:6]1. The yield is 0.730.